Dataset: NCI-60 drug combinations with 297,098 pairs across 59 cell lines. Task: Regression. Given two drug SMILES strings and cell line genomic features, predict the synergy score measuring deviation from expected non-interaction effect. (1) Drug 1: CC1=C2C(C(=O)C3(C(CC4C(C3C(C(C2(C)C)(CC1OC(=O)C(C(C5=CC=CC=C5)NC(=O)OC(C)(C)C)O)O)OC(=O)C6=CC=CC=C6)(CO4)OC(=O)C)OC)C)OC. Drug 2: CC1OCC2C(O1)C(C(C(O2)OC3C4COC(=O)C4C(C5=CC6=C(C=C35)OCO6)C7=CC(=C(C(=C7)OC)O)OC)O)O. Cell line: MALME-3M. Synergy scores: CSS=25.2, Synergy_ZIP=-7.84, Synergy_Bliss=-5.56, Synergy_Loewe=-4.87, Synergy_HSA=-0.677. (2) Drug 1: CC(CN1CC(=O)NC(=O)C1)N2CC(=O)NC(=O)C2. Drug 2: CCCCCOC(=O)NC1=NC(=O)N(C=C1F)C2C(C(C(O2)C)O)O. Cell line: DU-145. Synergy scores: CSS=20.5, Synergy_ZIP=-6.31, Synergy_Bliss=6.21, Synergy_Loewe=2.76, Synergy_HSA=6.27. (3) Drug 1: CC(CN1CC(=O)NC(=O)C1)N2CC(=O)NC(=O)C2. Drug 2: C(=O)(N)NO. Cell line: SK-MEL-2. Synergy scores: CSS=29.9, Synergy_ZIP=0.573, Synergy_Bliss=7.06, Synergy_Loewe=-11.3, Synergy_HSA=4.29. (4) Drug 1: C1=NC(=NC(=O)N1C2C(C(C(O2)CO)O)O)N. Drug 2: C1C(C(OC1N2C=NC(=NC2=O)N)CO)O. Cell line: MDA-MB-231. Synergy scores: CSS=18.1, Synergy_ZIP=-9.70, Synergy_Bliss=-1.27, Synergy_Loewe=-2.62, Synergy_HSA=-1.38.